This data is from Reaction yield outcomes from USPTO patents with 853,638 reactions. The task is: Predict the reaction yield, written as a fraction of the theoretical maximum amount of product (1.0 means a 100% yield; for example, 0.34 means a 34% yield). (1) The reactants are N#N.Br[C:4]1[CH:9]=[C:8]([O:10][CH3:11])[CH:7]=[C:6]([O:12][CH3:13])[CH:5]=1.[CH2:14]([O:16][C:17](=[O:33])[C:18]1[CH:23]=[CH:22][CH:21]=[C:20](B2OC(C)(C)C(C)(C)O2)[CH:19]=1)[CH3:15].C([O-])(O)=O.[Na+]. The catalyst is COCCOC.[Pd].C1(P(C2C=CC=CC=2)C2C=CC=CC=2)C=CC=CC=1.C1(P(C2C=CC=CC=2)C2C=CC=CC=2)C=CC=CC=1.C1(P(C2C=CC=CC=2)C2C=CC=CC=2)C=CC=CC=1.C1(P(C2C=CC=CC=2)C2C=CC=CC=2)C=CC=CC=1. The product is [CH2:14]([O:16][C:17]([C:18]1[CH:19]=[C:20]([C:4]2[CH:9]=[C:8]([O:10][CH3:11])[CH:7]=[C:6]([O:12][CH3:13])[CH:5]=2)[CH:21]=[CH:22][CH:23]=1)=[O:33])[CH3:15]. The yield is 0.860. (2) The reactants are [H-].[K+].[N+:3]([CH2:5][C:6]([O:8][CH2:9][CH3:10])=[O:7])#[C-:4].[C:11]([O:15][CH2:16][CH3:17])(=[O:14])[C:12]#[CH:13].Cl. The catalyst is CC(OC)(C)C. The product is [NH:3]1[CH:4]=[C:12]([C:11]([O:15][CH2:16][CH3:17])=[O:14])[CH:13]=[C:5]1[C:6]([O:8][CH2:9][CH3:10])=[O:7]. The yield is 0.370. (3) The reactants are [C:1]([C:3]1[CH:8]=[CH:7][C:6]([CH2:9][C@@H:10]([NH:14][C:15](=[O:51])[CH2:16][NH:17][C:18](=[O:50])[CH2:19][O:20][C:21]2[CH:26]=[CH:25][C:24]([C@@H:27]3[C@@H:30]([S:31][CH2:32][C:33]([C:35]4[CH:40]=[CH:39][C:38]([F:41])=[CH:37][CH:36]=4)=[O:34])[C:29](=[O:42])[N:28]3[C:43]3[CH:48]=[CH:47][C:46]([F:49])=[CH:45][CH:44]=3)=[CH:23][CH:22]=2)[C:11]([OH:13])=[O:12])=[CH:5][CH:4]=1)#[N:2].[BH4-].[Na+]. The catalyst is CO.C(O)(=O)C. The product is [C:1]([C:3]1[CH:8]=[CH:7][C:6]([CH2:9][C@@H:10]([NH:14][C:15](=[O:51])[CH2:16][NH:17][C:18](=[O:50])[CH2:19][O:20][C:21]2[CH:22]=[CH:23][C:24]([C@@H:27]3[C@@H:30]([S:31][CH2:32][CH:33]([C:35]4[CH:40]=[CH:39][C:38]([F:41])=[CH:37][CH:36]=4)[OH:34])[C:29](=[O:42])[N:28]3[C:43]3[CH:48]=[CH:47][C:46]([F:49])=[CH:45][CH:44]=3)=[CH:25][CH:26]=2)[C:11]([OH:13])=[O:12])=[CH:5][CH:4]=1)#[N:2]. The yield is 0.830. (4) The reactants are [F:1][C:2]([F:7])([F:6])[C:3]([OH:5])=[O:4].[F:8][C:9]([F:14])([F:13])[C:10]([OH:12])=[O:11].FC(F)(F)C(O)=O.[Cl:22][C:23]1[CH:24]=[N:25][C:26]2[NH:27][C:28]3[CH:29]=[N:30][CH:31]=[C:32]([CH:54]=3)[CH2:33][CH2:34][C:35]3[CH:43]=[C:39]([NH:40][C:41]=1[N:42]=2)[CH:38]=[CH:37][C:36]=3[NH:44][C:45](=[O:53])[CH2:46][CH:47]1[CH2:52][CH2:51][NH:50][CH2:49][CH2:48]1.[CH3:55][C:56]1[O:60][N:59]=[CH:58][C:57]=1[C:61](Cl)=[O:62]. No catalyst specified. The product is [F:1][C:2]([F:7])([F:6])[C:3]([OH:5])=[O:4].[F:8][C:9]([F:14])([F:13])[C:10]([OH:12])=[O:11].[Cl:22][C:23]1[CH:24]=[N:25][C:26]2[NH:27][C:28]3[CH:29]=[N:30][CH:31]=[C:32]([CH:54]=3)[CH2:33][CH2:34][C:35]3[CH:43]=[C:39]([NH:40][C:41]=1[N:42]=2)[CH:38]=[CH:37][C:36]=3[NH:44][C:45](=[O:53])[CH2:46][CH:47]1[CH2:52][CH2:51][N:50]([C:61]([C:57]2[CH:58]=[N:59][O:60][C:56]=2[CH3:55])=[O:62])[CH2:49][CH2:48]1. The yield is 0.440.